From a dataset of Full USPTO retrosynthesis dataset with 1.9M reactions from patents (1976-2016). Predict the reactants needed to synthesize the given product. (1) Given the product [O:1]1[CH:5]=[CH:4][CH:3]=[C:2]1[C:6]1[CH:7]=[CH:8][C:9]2[N:10]([CH:12]=[C:13]([C:15]([OH:17])=[O:16])[N:14]=2)[CH:11]=1, predict the reactants needed to synthesize it. The reactants are: [O:1]1[CH:5]=[CH:4][CH:3]=[C:2]1[C:6]1[CH:7]=[CH:8][C:9]2[N:10]([CH:12]=[C:13]([C:15]([O:17]CC)=[O:16])[N:14]=2)[CH:11]=1.CN(C)C1C=CC2N(C=C(C(O)=O)N=2)C=1. (2) Given the product [CH2:1]([C@H:7]1[C@H:10]([CH2:11][CH2:12][CH2:13][CH2:14][CH2:15][OH:16])[O:9][C:8]1=[O:23])[CH2:2][CH2:3][CH2:4][CH2:5][CH3:6], predict the reactants needed to synthesize it. The reactants are: [CH2:1]([CH:7]1[CH:10]([CH2:11][CH2:12][CH2:13][CH2:14][CH2:15][O:16]C2CCCCO2)[O:9][C:8]1=[O:23])[CH2:2][CH2:3][CH2:4][CH2:5][CH3:6].C1(C)C=CC(S([O-])(=O)=O)=CC=1.[NH+]1C=CC=CC=1.